Dataset: Catalyst prediction with 721,799 reactions and 888 catalyst types from USPTO. Task: Predict which catalyst facilitates the given reaction. (1) Reactant: [N:1]1[CH:6]=[CH:5][CH:4]=[CH:3][C:2]=1[CH2:7][N:8]1[C:16](=[O:17])[C:15]2[C:10](=[CH:11][CH:12]=[CH:13][CH:14]=2)[C:9]1=[O:18].ClC1C=CC=C(C(OO)=[O:27])C=1. Product: [N:1]1[CH:6]=[CH:5][CH:4]=[CH:3][C:2]=1[CH2:7][N+:8]1([O-:27])[C:16](=[O:17])[C:15]2[C:10](=[CH:11][CH:12]=[CH:13][CH:14]=2)[C:9]1=[O:18]. The catalyst class is: 22. (2) Reactant: N#N.[NH:3]1[C:7]2[CH:8]=[CH:9][CH:10]=[CH:11][C:6]=2[N:5]=[C:4]1[C@H:12]([NH:24]C(=O)OC(C)(C)C)[CH2:13][C:14]1[CH:19]=[CH:18][C:17]([C:20]([F:23])([F:22])[F:21])=[CH:16][CH:15]=1.Cl. Product: [NH:3]1[C:7]2[CH:8]=[CH:9][CH:10]=[CH:11][C:6]=2[N:5]=[C:4]1[C@H:12]([NH2:24])[CH2:13][C:14]1[CH:19]=[CH:18][C:17]([C:20]([F:23])([F:22])[F:21])=[CH:16][CH:15]=1. The catalyst class is: 135. (3) Reactant: [CH3:1][C@@H:2]1[CH2:7][NH:6][CH2:5][CH2:4][N:3]1[C:8]([O:10][C:11]([CH3:14])([CH3:13])[CH3:12])=[O:9].[OH-].[Na+].[CH3:17][S:18](Cl)(=[O:20])=[O:19].Cl. Product: [CH3:1][C@@H:2]1[CH2:7][N:6]([S:18]([CH3:17])(=[O:20])=[O:19])[CH2:5][CH2:4][N:3]1[C:8]([O:10][C:11]([CH3:13])([CH3:12])[CH3:14])=[O:9]. The catalyst class is: 1. (4) Reactant: [NH:1]([C:13]([O:15][C:16]([CH3:19])([CH3:18])[CH3:17])=[O:14])[C@@H:2]([C:10]([OH:12])=O)[CH2:3][CH2:4][CH2:5][NH:6][C:7](=[NH:9])[NH2:8].Cl.[NH2:21][C@@H:22]([C:33]([O:35][CH2:36][C:37]1[CH:42]=[CH:41][CH:40]=[CH:39][CH:38]=1)=[O:34])[CH2:23][C:24]1[C:32]2[C:27](=[CH:28][CH:29]=[CH:30][CH:31]=2)[NH:26][CH:25]=1.Cl.C1C=CC2N(O)N=NC=2C=1.CCN(C(C)C)C(C)C.CN(C(ON1N=NC2C=CC=CC1=2)=[N+](C)C)C.F[P-](F)(F)(F)(F)F. Product: [NH:1]([C:13]([O:15][C:16]([CH3:19])([CH3:18])[CH3:17])=[O:14])[C@@H:2]([C:10]([NH:21][C@@H:22]([C:33]([O:35][CH2:36][C:37]1[CH:42]=[CH:41][CH:40]=[CH:39][CH:38]=1)=[O:34])[CH2:23][C:24]1[C:32]2[C:27](=[CH:28][CH:29]=[CH:30][CH:31]=2)[NH:26][CH:25]=1)=[O:12])[CH2:3][CH2:4][CH2:5][NH:6][C:7](=[NH:9])[NH2:8]. The catalyst class is: 174. (5) Reactant: [C:1]([O:5][C:6](=[O:20])[CH2:7][O:8][C:9]1[CH:14]=[CH:13][C:12]([S:15][C:16](=O)[CH3:17])=[CH:11][C:10]=1[CH3:19])([CH3:4])([CH3:3])[CH3:2].[CH2:21](Br)C#C.CO.C([O-])([O-])=O.[Cs+].[Cs+]. Product: [C:1]([O:5][C:6](=[O:20])[CH2:7][O:8][C:9]1[CH:14]=[CH:13][C:12]([S:15][CH2:16][C:17]#[CH:21])=[CH:11][C:10]=1[CH3:19])([CH3:4])([CH3:3])[CH3:2]. The catalyst class is: 10. (6) Reactant: [OH:1][CH2:2][C:3]([CH3:22])([CH3:21])[CH2:4][CH2:5][CH2:6][CH2:7][CH:8]([CH2:12][CH2:13][CH2:14][CH2:15][C:16]([CH3:20])([CH3:19])[CH2:17][OH:18])[C:9]([OH:11])=O.[CH3:23][Li].Cl. Product: [OH:18][CH2:17][C:16]([CH3:20])([CH3:19])[CH2:15][CH2:14][CH2:13][CH2:12][CH:8]([CH2:7][CH2:6][CH2:5][CH2:4][C:3]([CH3:22])([CH3:21])[CH2:2][OH:1])[C:9](=[O:11])[CH3:23]. The catalyst class is: 1. (7) Reactant: Br[CH:2]([C:4]1[C:13]([Cl:14])=[N:12][C:11]2[C:6](=[CH:7][CH:8]=[C:9]([F:15])[CH:10]=2)[N:5]=1)[CH3:3].ClC1C(C(Cl)C)=NC2C(N=1)=CC(F)=CC=2.CN(C)C=O.[C:36]1(=[O:46])[NH:40][C:39](=[O:41])[C:38]2=[CH:42][CH:43]=[CH:44][CH:45]=[C:37]12.[K]. Product: [Cl:14][C:13]1[C:4]([CH:2]([N:40]2[C:36](=[O:46])[C:37]3[C:38](=[CH:42][CH:43]=[CH:44][CH:45]=3)[C:39]2=[O:41])[CH3:3])=[N:5][C:6]2[C:11]([N:12]=1)=[CH:10][C:9]([F:15])=[CH:8][CH:7]=2. The catalyst class is: 6. (8) Reactant: C(O[N:9]=[C:10]1[C:17]2[CH:16]=[CH:15][S:14][C:13]=2[CH2:12][CH:11]1[OH:18])C1C=CC=CC=1.B.O.[OH-].[K+]. Product: [NH2:9][C@@H:10]1[C:17]2[CH:16]=[CH:15][S:14][C:13]=2[CH2:12][C@@H:11]1[OH:18]. The catalyst class is: 220. (9) Reactant: Cl[C:2]1[CH:7]=[C:6]([NH:8][C@@H:9]2[CH2:14][CH2:13][C@H:12]([C:15]([NH:17][CH:18]([CH3:20])[CH3:19])=[O:16])[CH2:11][CH2:10]2)[C:5]([N+:21]([O-:23])=[O:22])=[CH:4][N:3]=1.[O:24]1[CH2:29][CH2:28][N:27]([CH2:30][CH2:31][NH2:32])[CH2:26][CH2:25]1.Cl. Product: [CH:18]([NH:17][C:15]([C@H:12]1[CH2:13][CH2:14][C@@H:9]([NH:8][C:6]2[C:5]([N+:21]([O-:23])=[O:22])=[CH:4][N:3]=[C:2]([NH:32][CH2:31][CH2:30][N:27]3[CH2:28][CH2:29][O:24][CH2:25][CH2:26]3)[CH:7]=2)[CH2:10][CH2:11]1)=[O:16])([CH3:20])[CH3:19]. The catalyst class is: 41.